Dataset: Full USPTO retrosynthesis dataset with 1.9M reactions from patents (1976-2016). Task: Predict the reactants needed to synthesize the given product. (1) The reactants are: [NH2:1][NH:2][C:3]([C:5]1[N:10]=[CH:9][CH:8]=[CH:7][N:6]=1)=[NH:4].[OH:11][C:12]1[CH:19]=[CH:18][CH:17]=[CH:16][C:13]=1[CH:14]=O. Given the product [N:6]1[CH:7]=[CH:8][CH:9]=[N:10][C:5]=1[C:3]1[N:4]=[C:14]([C:13]2[CH:16]=[CH:17][CH:18]=[CH:19][C:12]=2[OH:11])[NH:1][N:2]=1, predict the reactants needed to synthesize it. (2) Given the product [OH:26][C:23]1[CH:24]=[CH:25][C:20]([NH:13][C:12]2[C:11]3[C:10](=[CH:9][CH:8]=[C:6]4[N:7]=[C:3]([C:1]#[N:2])[S:4][C:5]4=3)[N:14]=[CH:15][N:16]=2)=[CH:21][C:22]=1[N+:27]([O-:29])=[O:28], predict the reactants needed to synthesize it. The reactants are: [C:1]([C:3]1[S:4][C:5]2[C:11]([C:12]#[N:13])=[C:10](/[N:14]=[CH:15]/[N:16](C)C)[CH:9]=[CH:8][C:6]=2[N:7]=1)#[N:2].N[C:20]1[CH:25]=[CH:24][C:23]([OH:26])=[C:22]([N+:27]([O-:29])=[O:28])[CH:21]=1.[K+].[Br-]. (3) Given the product [C:1]([NH:9][C:10]([NH:34][C:21]1[C:20]([O:19][CH2:12][C:13]2[CH:14]=[CH:15][CH:16]=[CH:17][CH:18]=2)=[CH:25][C:24]([O:26][C:27]2[CH:32]=[CH:31][CH:30]=[CH:29][C:28]=2[Cl:33])=[CH:23][N:22]=1)=[S:11])(=[O:8])[C:2]1[CH:7]=[CH:6][CH:5]=[CH:4][CH:3]=1, predict the reactants needed to synthesize it. The reactants are: [C:1]([N:9]=[C:10]=[S:11])(=[O:8])[C:2]1[CH:7]=[CH:6][CH:5]=[CH:4][CH:3]=1.[CH2:12]([O:19][C:20]1[C:21]([NH2:34])=[N:22][CH:23]=[C:24]([O:26][C:27]2[CH:32]=[CH:31][CH:30]=[CH:29][C:28]=2[Cl:33])[CH:25]=1)[C:13]1[CH:18]=[CH:17][CH:16]=[CH:15][CH:14]=1. (4) Given the product [CH3:35][O:34][C:26]1[CH:25]=[C:24]([CH:33]=[CH:32][C:27]=1[C:28]([O:30][CH3:31])=[O:29])[CH2:23][C:1]1([C:6]([OH:8])=[O:7])[CH2:5][CH2:4][CH2:3][CH2:2]1, predict the reactants needed to synthesize it. The reactants are: [CH:1]1([C:6]([OH:8])=[O:7])[CH2:5][CH2:4][CH2:3][CH2:2]1.C([N-]C(C)C)(C)C.[Li+].C([Li])CCC.Br[CH2:23][C:24]1[CH:33]=[CH:32][C:27]([C:28]([O:30][CH3:31])=[O:29])=[C:26]([O:34][CH3:35])[CH:25]=1.[Cl-].[NH4+]. (5) Given the product [CH2:30]([C:3]1([C:1]#[N:2])[CH2:7][CH2:6][N:5]([C:8]([O:10][C:11]([CH3:14])([CH3:13])[CH3:12])=[O:9])[CH2:4]1)[CH:29]=[CH2:28], predict the reactants needed to synthesize it. The reactants are: [C:1]([CH:3]1[CH2:7][CH2:6][N:5]([C:8]([O:10][C:11]([CH3:14])([CH3:13])[CH3:12])=[O:9])[CH2:4]1)#[N:2].C[Si]([N-][Si](C)(C)C)(C)C.[Li+].N#N.Br[CH2:28][CH:29]=[CH2:30]. (6) Given the product [Br:5][C:6]1[CH:11]=[CH:10][C:9]([C:12]([CH3:23])([CH3:24])[CH2:13][C:14]([OH:22])([C:18]([F:19])([F:21])[F:20])[C:15]([NH:36][C:31]2[CH:32]=[CH:33][CH:34]=[C:35]3[C:30]=2[CH:29]=[N:28][NH:27]3)=[O:16])=[C:8]([O:25][CH3:26])[CH:7]=1, predict the reactants needed to synthesize it. The reactants are: S(Cl)(Cl)=O.[Br:5][C:6]1[CH:11]=[CH:10][C:9]([C:12]([CH3:24])([CH3:23])[CH2:13][C:14]([OH:22])([C:18]([F:21])([F:20])[F:19])[C:15](O)=[O:16])=[C:8]([O:25][CH3:26])[CH:7]=1.[NH:27]1[C:35]2[C:30](=[C:31]([NH2:36])[CH:32]=[CH:33][CH:34]=2)[CH:29]=[N:28]1.C(=O)(O)[O-].[Na+]. (7) Given the product [C:20]([O:19][C:17]([C@@:12]1([NH:11][C:10]([CH:9]2[C:5]([C:3]([OH:4])=[O:2])=[CH:6][CH:7]([O:25][C:26]3[C:35]4[C:30](=[CH:31][C:32]([O:36][CH3:37])=[CH:33][CH:34]=4)[N:29]=[C:28]([C:38]4[CH:39]=[CH:40][CH:41]=[CH:42][CH:43]=4)[CH:27]=3)[CH2:8]2)=[O:24])[CH2:14][C@H:13]1[CH:15]=[CH2:16])=[O:18])([CH3:21])([CH3:22])[CH3:23], predict the reactants needed to synthesize it. The reactants are: C[O:2][C:3]([C:5]1[CH:9]([C:10](=[O:24])[NH:11][C@:12]2([C:17]([O:19][C:20]([CH3:23])([CH3:22])[CH3:21])=[O:18])[CH2:14][C@H:13]2[CH:15]=[CH2:16])[CH2:8][CH:7]([O:25][C:26]2[C:35]3[C:30](=[CH:31][C:32]([O:36][CH3:37])=[CH:33][CH:34]=3)[N:29]=[C:28]([C:38]3[CH:43]=[CH:42][CH:41]=[CH:40][CH:39]=3)[CH:27]=2)[CH:6]=1)=[O:4].[Li+].[OH-]. (8) Given the product [I:45][C:46]1[NH:55][C:49]2=[N:50][CH:51]=[C:52]([NH:54][C:8]([C:5]3[NH:4][N:3]=[C:2]([CH3:1])[C:6]=3[CH3:7])=[O:10])[CH:53]=[C:48]2[CH:47]=1, predict the reactants needed to synthesize it. The reactants are: [CH3:1][C:2]1[C:6]([CH3:7])=[C:5]([C:8]([OH:10])=O)[NH:4][N:3]=1.F[P-](F)(F)(F)(F)F.N1(O[P+](N2CCCC2)(N2CCCC2)N2CCCC2)C2C=CC=CC=2N=N1.Cl.[I:45][C:46]1[NH:55][C:49]2=[N:50][CH:51]=[C:52]([NH2:54])[CH:53]=[C:48]2[CH:47]=1.C(N(CC)C(C)C)(C)C. (9) Given the product [C:8]([C:11]1[CH:12]=[CH:13][C:14]([NH:31][CH2:32][CH3:33])=[C:15]([N:17]=[C:18]2[N:22]([CH2:23][C:24]3[CH:25]=[CH:26][CH:27]=[CH:28][CH:29]=3)[C:21](=[O:30])[C:20](=[CH:1][N:2]3[CH2:7][CH2:6][N:5]([CH3:34])[CH2:4][CH2:3]3)[S:19]2)[CH:16]=1)(=[O:10])[CH3:9], predict the reactants needed to synthesize it. The reactants are: [CH3:1][N:2]1[CH2:7][CH2:6][NH:5][CH2:4][CH2:3]1.[C:8]([C:11]1[CH:12]=[CH:13][C:14]([NH:31][CH2:32][CH3:33])=[C:15]([N:17]=[C:18]2[N:22]([CH2:23][C:24]3[CH:29]=[CH:28][CH:27]=[CH:26][CH:25]=3)[C:21](=[O:30])[CH2:20][S:19]2)[CH:16]=1)(=[O:10])[CH3:9].[CH3:34]OC(OC)N(C)C. (10) Given the product [F:27][C:24]1[CH:25]=[CH:26][C:21]([CH2:20][CH:17]2[CH2:18][CH2:19][N:14]([C:12](=[O:13])[CH2:11][NH:1][C:2]3[CH:3]=[C:4]([CH:7]=[CH:8][CH:9]=3)[C:5]#[N:6])[CH2:15][CH2:16]2)=[CH:22][CH:23]=1, predict the reactants needed to synthesize it. The reactants are: [NH2:1][C:2]1[CH:3]=[C:4]([CH:7]=[CH:8][CH:9]=1)[C:5]#[N:6].Cl[CH2:11][C:12]([N:14]1[CH2:19][CH2:18][CH:17]([CH2:20][C:21]2[CH:26]=[CH:25][C:24]([F:27])=[CH:23][CH:22]=2)[CH2:16][CH2:15]1)=[O:13].